The task is: Predict the reaction yield, written as a fraction of the theoretical maximum amount of product (1.0 means a 100% yield; for example, 0.34 means a 34% yield).. This data is from Reaction yield outcomes from USPTO patents with 853,638 reactions. (1) The reactants are Br[C:2]1[N:6]2[N:7]=[C:8]([NH:11][CH2:12][CH2:13][CH2:14][CH2:15][N:16]([CH3:18])[CH3:17])[CH:9]=[CH:10][C:5]2=[N:4][CH:3]=1.[CH:19](/B(O)O)=[CH:20]\[CH2:21][CH2:22][CH2:23][CH3:24]. No catalyst specified. The product is [CH:19](/[C:2]1[N:6]2[N:7]=[C:8]([NH:11][CH2:12][CH2:13][CH2:14][CH2:15][N:16]([CH3:18])[CH3:17])[CH:9]=[CH:10][C:5]2=[N:4][CH:3]=1)=[CH:20]\[CH2:21][CH2:22][CH2:23][CH3:24]. The yield is 0.420. (2) The reactants are [Cl:1][C:2]1[CH:3]=[C:4]([C:8]2[N:9]=[C:10]([OH:18])[C:11]3[S:17][CH2:16][CH2:15][CH2:14][C:12]=3[N:13]=2)[CH:5]=[CH:6][CH:7]=1.C(N(CC)CC)C.[F:26][C:27]([F:33])([F:32])[S:28](O)(=[O:30])=[O:29]. The catalyst is C(Cl)Cl. The product is [F:26][C:27]([F:33])([F:32])[S:28]([O:18][C:10]1[C:11]2[S:17][CH2:16][CH2:15][CH2:14][C:12]=2[N:13]=[C:8]([C:4]2[CH:5]=[CH:6][CH:7]=[C:2]([Cl:1])[CH:3]=2)[N:9]=1)(=[O:30])=[O:29]. The yield is 0.860. (3) The reactants are [Br:1][C:2]1[C:3](=[O:30])[N:4]([CH2:19][C:20]2[CH:21]=[N:22][C:23](S(C)(=O)=O)=[N:24][CH:25]=2)[C:5]([CH3:18])=[CH:6][C:7]=1[O:8][CH2:9][C:10]1[CH:15]=[CH:14][C:13]([F:16])=[CH:12][C:11]=1[F:17].[CH3:31][NH2:32]. The catalyst is C1COCC1.O. The product is [Br:1][C:2]1[C:3](=[O:30])[N:4]([CH2:19][C:20]2[CH:21]=[N:22][C:23]([NH:32][CH3:31])=[N:24][CH:25]=2)[C:5]([CH3:18])=[CH:6][C:7]=1[O:8][CH2:9][C:10]1[CH:15]=[CH:14][C:13]([F:16])=[CH:12][C:11]=1[F:17]. The yield is 0.340. (4) The reactants are [CH2:1]([N:8]1[CH2:13][CH2:12][CH:11]([CH2:14][O:15][C:16]2[C:28](Cl)=[CH:27][C:19]([C:20]([O:22][C:23]([CH3:26])([CH3:25])[CH3:24])=[O:21])=[C:18]([F:30])[CH:17]=2)[CH2:10][CH2:9]1)[C:2]1[CH:7]=[CH:6][CH:5]=[CH:4][CH:3]=1.[CH:31]1(B(O)O)[CH2:33][CH2:32]1.P([O-])([O-])([O-])=O.[K+].[K+].[K+].F[B-](F)(F)F.C1(P(C2CCCCC2)C2CCCCC2)CCCCC1. The catalyst is C1(C)C=CC=CC=1.O.C([O-])(=O)C.[Pd+2].C([O-])(=O)C. The product is [CH2:1]([N:8]1[CH2:13][CH2:12][CH:11]([CH2:14][O:15][C:16]2[C:28]([CH:31]3[CH2:33][CH2:32]3)=[CH:27][C:19]([C:20]([O:22][C:23]([CH3:26])([CH3:25])[CH3:24])=[O:21])=[C:18]([F:30])[CH:17]=2)[CH2:10][CH2:9]1)[C:2]1[CH:7]=[CH:6][CH:5]=[CH:4][CH:3]=1. The yield is 0.680. (5) The reactants are [CH3:1][C:2]1[CH:6]=[C:5]([C:7]([OH:9])=[O:8])[NH:4][N:3]=1.O.C1(C)C=CC(S(O)(=O)=O)=CC=1.[Cl:22][CH2:23][CH2:24]O. No catalyst specified. The product is [CH3:1][C:2]1[CH:6]=[C:5]([C:7]([O:9][CH2:24][CH2:23][Cl:22])=[O:8])[NH:4][N:3]=1. The yield is 0.490. (6) The reactants are [CH3:1][C:2]1[CH:3]=[CH:4][C:5]([C:8]([CH3:10])=[O:9])=[CH:6][CH:7]=1.[Br:11]N1C(=O)CCC1=O. The catalyst is C(Cl)(Cl)(Cl)Cl. The product is [Br:11][CH2:1][C:2]1[CH:7]=[CH:6][C:5]([C:8](=[O:9])[CH3:10])=[CH:4][CH:3]=1. The yield is 0.710. (7) The reactants are C([O:3][C:4]([C:6]1[C:7]([C:26]([F:29])([F:28])[F:27])=[N:8][N:9]([CH2:11][C:12]2[CH:17]=[CH:16][C:15]([CH2:18][N:19]3[CH:24]=[CH:23][CH:22]=[CH:21][C:20]3=[O:25])=[CH:14][CH:13]=2)[CH:10]=1)=[O:5])C.[OH-].[Li+]. The catalyst is C1COCC1.O. The product is [O:25]=[C:20]1[CH:21]=[CH:22][CH:23]=[CH:24][N:19]1[CH2:18][C:15]1[CH:16]=[CH:17][C:12]([CH2:11][N:9]2[CH:10]=[C:6]([C:4]([OH:5])=[O:3])[C:7]([C:26]([F:29])([F:28])[F:27])=[N:8]2)=[CH:13][CH:14]=1. The yield is 0.960. (8) The reactants are [Li][CH2:2][CH2:3][CH2:4][CH3:5].Br[C:7]1[CH:12]=[CH:11][C:10]2C3C([C:19]4([CH:27]=[C:26]5[C:21]([CH:22]=[CH:23][CH:24]=[CH:25]5)=[CH:20]4)[C:9]=2[CH:8]=1)=CC=CC=3.[B:28]([O:37]C(C)C)([O:33]C(C)C)OC(C)C.Cl.[CH2:42]1COC[CH2:43]1. The catalyst is CCOCC.O. The product is [CH:27]1[C:19]2([C:2]3[CH:43]=[C:42]([B:28]([OH:33])[OH:37])[CH:5]=[CH:4][C:3]=3[C:10]3[C:9]2=[CH:8][CH:7]=[CH:12][CH:11]=3)[CH:20]=[C:21]2[C:26]=1[CH:25]=[CH:24][CH:23]=[CH:22]2. The yield is 0.890. (9) The reactants are Br[C:2]1[CH:3]=[C:4]([O:10][CH:11]([F:13])[F:12])[C:5](=[O:9])[N:6]([CH3:8])[CH:7]=1.[F:14][C:15]1[CH:42]=[C:41]([F:43])[CH:40]=[CH:39][C:16]=1[O:17][C:18]1[CH:23]=[CH:22][C:21]([NH:24][S:25]([CH2:28][CH3:29])(=[O:27])=[O:26])=[CH:20][C:19]=1B1OC(C)(C)C(C)(C)O1.[O-]P([O-])([O-])=O.[K+].[K+].[K+]. The catalyst is O1CCOCC1.O.C1C=CC(P(C2C=CC=CC=2)[C-]2C=CC=C2)=CC=1.C1C=CC(P(C2C=CC=CC=2)[C-]2C=CC=C2)=CC=1.Cl[Pd]Cl.[Fe+2]. The product is [F:12][CH:11]([F:13])[O:10][C:4]1[C:5](=[O:9])[N:6]([CH3:8])[CH:7]=[C:2]([C:23]2[CH:22]=[C:21]([NH:24][S:25]([CH2:28][CH3:29])(=[O:26])=[O:27])[CH:20]=[CH:19][C:18]=2[O:17][C:16]2[CH:39]=[CH:40][C:41]([F:43])=[CH:42][C:15]=2[F:14])[CH:3]=1. The yield is 0.130. (10) The reactants are [OH:1][C:2]1[N:3]=[C:4]([O:16][CH3:17])[C:5]2[CH2:6][CH2:7][C:8]([CH3:15])([CH3:14])[CH2:9][C:10]=2[C:11]=1[C:12]#[N:13].C(=O)([O-])[O-].[K+].[K+].Br[CH2:25][C:26]([O:28][CH2:29][CH3:30])=[O:27]. The catalyst is CC(C)=O. The product is [C:12]([C:11]1[C:10]2[CH2:9][C:8]([CH3:14])([CH3:15])[CH2:7][CH2:6][C:5]=2[C:4]([O:16][CH3:17])=[N:3][C:2]=1[O:1][CH2:25][C:26]([O:28][CH2:29][CH3:30])=[O:27])#[N:13]. The yield is 0.890.